From a dataset of Reaction yield outcomes from USPTO patents with 853,638 reactions. Predict the reaction yield, written as a fraction of the theoretical maximum amount of product (1.0 means a 100% yield; for example, 0.34 means a 34% yield). (1) The reactants are [NH2:1][C:2]1[CH:3]=[C:4]([OH:9])[CH:5]=[CH:6][C:7]=1[CH3:8].[CH3:10][N:11]1[C:15]([C:16](Cl)=[O:17])=[CH:14][C:13]([CH3:19])=[N:12]1.C(OCC)(=O)C.O1CCCC1.C(=O)([O-])O.[Na+]. The catalyst is CN(C)C(=O)C. The product is [OH:9][C:4]1[CH:5]=[CH:6][C:7]([CH3:8])=[C:2]([NH:1][C:16]([C:15]2[N:11]([CH3:10])[N:12]=[C:13]([CH3:19])[CH:14]=2)=[O:17])[CH:3]=1. The yield is 0.630. (2) The reactants are [F:1][C:2]1[CH:3]=[C:4]([CH:54]=[C:55]([F:57])[CH:56]=1)[C:5]([C:7]1[CH:8]=[C:9]2[C:13](=[CH:14][CH:15]=1)[N:12](C(C1C=CC=CC=1)(C1C=CC=CC=1)C1C=CC=CC=1)[N:11]=[C:10]2[NH:35][C:36](=[O:53])[C:37]1[CH:42]=[CH:41][C:40]([N:43]2[CH2:48][CH2:47][N:46]([CH3:49])[CH2:45][CH2:44]2)=[CH:39][C:38]=1[N+:50]([O-:52])=[O:51])=[O:6].FC(F)(F)C(O)=O. The catalyst is ClCCl. The product is [F:1][C:2]1[CH:3]=[C:4]([CH:54]=[C:55]([F:57])[CH:56]=1)[C:5]([C:7]1[CH:8]=[C:9]2[C:13](=[CH:14][CH:15]=1)[NH:12][N:11]=[C:10]2[NH:35][C:36](=[O:53])[C:37]1[CH:42]=[CH:41][C:40]([N:43]2[CH2:44][CH2:45][N:46]([CH3:49])[CH2:47][CH2:48]2)=[CH:39][C:38]=1[N+:50]([O-:52])=[O:51])=[O:6]. The yield is 0.780. (3) The reactants are [C:1]1([S:7]([N:10]2[C:14]3=[N:15][CH:16]=[CH:17][C:18]([C:19]4[CH:24]=[CH:23][C:22]([S:25]([N:28]5[CH2:32][CH2:31][CH2:30][CH2:29]5)(=[O:27])=[O:26])=[CH:21][CH:20]=4)=[C:13]3[CH:12]=[CH:11]2)(=[O:9])=[O:8])[CH:6]=[CH:5][CH:4]=[CH:3][CH:2]=1.[Li+].[CH3:34]C([N-]C(C)C)C.CCCCCCC.C1COCC1.C(C1C=CC=CC=1)C.CI. The yield is 0.700. The catalyst is C1COCC1. The product is [CH3:34][C:11]1[N:10]([S:7]([C:1]2[CH:2]=[CH:3][CH:4]=[CH:5][CH:6]=2)(=[O:9])=[O:8])[C:14]2=[N:15][CH:16]=[CH:17][C:18]([C:19]3[CH:20]=[CH:21][C:22]([S:25]([N:28]4[CH2:32][CH2:31][CH2:30][CH2:29]4)(=[O:26])=[O:27])=[CH:23][CH:24]=3)=[C:13]2[CH:12]=1. (4) The reactants are C1(C[CH:8]([NH:12][C:13]([C:15]2[CH:45]=[CH:44][C:18]3[N:19]([CH:38]4[CH2:43][CH2:42][CH2:41][CH2:40][CH2:39]4)[C:20]([C:22]4[CH:23]=[C:24]5[C:29](=[CH:30][CH:31]=4)[N:28]=[C:27](C4C=CC=CC=4)[CH:26]=[N:25]5)=[N:21][C:17]=3[CH:16]=2)=[O:14])[C:9]([OH:11])=[O:10])CCCCC1.N(C(OCC1C2C(=CC=CC=2)C2C1=CC=CC=2)=O)[C@H](C(O)=O)C[CH:49]1[CH2:54][CH2:53][CH2:52][CH2:51][CH2:50]1. No catalyst specified. The product is [CH:15]1([CH:8]([NH:12][C:13]([C:15]2[CH:45]=[CH:44][C:18]3[N:19]([CH:38]4[CH2:39][CH2:40][CH2:41][CH2:42][CH2:43]4)[C:20]([C:22]4[CH:23]=[C:24]5[C:29](=[CH:30][CH:31]=4)[N:28]=[C:27]([C:54]4[CH:49]=[CH:50][CH:51]=[CH:52][CH:53]=4)[CH:26]=[N:25]5)=[N:21][C:17]=3[CH:16]=2)=[O:14])[C:9]([OH:11])=[O:10])[CH2:45][CH2:44][CH2:18][CH2:17][CH2:16]1. The yield is 0.480. (5) The reactants are C(=O)([O-])[O-].[Cs+].[Cs+].[F:7][C:8]1[C:9]([I:15])=[CH:10][C:11](=[O:14])[NH:12][CH:13]=1.Br[CH2:17][CH2:18][C:19]([CH3:29])([S:25]([CH3:28])(=[O:27])=[O:26])[C:20]([O:22][CH2:23][CH3:24])=[O:21]. The catalyst is C1COCC1. The product is [F:7][C:8]1[C:9]([I:15])=[CH:10][C:11](=[O:14])[N:12]([CH2:17][CH2:18][C@@:19]([CH3:29])([S:25]([CH3:28])(=[O:27])=[O:26])[C:20]([O:22][CH2:23][CH3:24])=[O:21])[CH:13]=1. The yield is 0.349. (6) The reactants are [Cl:1][C:2]1[C:7]([F:8])=[CH:6][CH:5]=[C:4]([Cl:9])[C:3]=1[C@@H:10]([OH:12])[CH3:11].[Br:13][C:14]1[CH:19]=[N:18][CH:17]([NH:20][C:21]([O:23][C:24]([CH3:27])([CH3:26])[CH3:25])=[O:22])[C:16](Br)(O)[CH:15]=1.C1(P(C2C=CC=CC=2)C2C=CC=CC=2)C=CC=CC=1. The catalyst is C1COCC1. The product is [Br:13][C:14]1[CH:15]=[C:16]([O:12][CH:10]([C:3]2[C:4]([Cl:9])=[CH:5][CH:6]=[C:7]([F:8])[C:2]=2[Cl:1])[CH3:11])[C:17]([NH:20][C:21]([O:23][C:24]([CH3:27])([CH3:26])[CH3:25])=[O:22])=[N:18][CH:19]=1. The yield is 0.943.